This data is from Catalyst prediction with 721,799 reactions and 888 catalyst types from USPTO. The task is: Predict which catalyst facilitates the given reaction. (1) Reactant: [CH3:1][C:2]1([CH3:14])[O:7][CH2:6][C:5]2=[CH:8][C:9]([N+:11]([O-])=O)=[N:10][N:4]2[CH2:3]1. Product: [CH3:1][C:2]1([CH3:14])[O:7][CH2:6][C:5]2=[CH:8][C:9]([NH2:11])=[N:10][N:4]2[CH2:3]1. The catalyst class is: 43. (2) Reactant: [NH:1]1[C:9]2[C:4](=[CH:5][C:6]([C:10]([O:12][CH3:13])=[O:11])=[CH:7][CH:8]=2)[CH2:3][C:2]1=[O:14].[Br:15][C:16]1[C:20]([CH3:22])([CH3:21])[O:19][C:18](=O)[CH:17]=1.[Li+].C[Si]([N-][Si](C)(C)C)(C)C.C1COCC1. Product: [Br:15][C:16]1[C:20]([CH3:22])([CH3:21])[O:19]/[C:18](=[C:3]2/[C:2](=[O:14])[NH:1][C:9]3[C:4]/2=[CH:5][C:6]([C:10]([O:12][CH3:13])=[O:11])=[CH:7][CH:8]=3)/[CH:17]=1. The catalyst class is: 1.